Dataset: HIV replication inhibition screening data with 41,000+ compounds from the AIDS Antiviral Screen. Task: Binary Classification. Given a drug SMILES string, predict its activity (active/inactive) in a high-throughput screening assay against a specified biological target. (1) The molecule is CC1CNC(NS(=O)(=O)c2cc(C(=O)Nc3ccc(F)cc3)c(Cl)cc2S)=NN1. The result is 0 (inactive). (2) The result is 0 (inactive). The compound is O=C1CCSc2c(cnc3ccccc23)N1. (3) The compound is CCN(CC)CCC(=O)c1ccc(Oc2ccc(Cl)cc2)cc1.Cl. The result is 0 (inactive). (4) The drug is Cc1cc(Br)c2nsnc2c1[N+](=O)[O-]. The result is 0 (inactive). (5) The drug is O=S1(=O)c2ccccc2NC(c2ccc3ccccc3c2)CC1c1ccccc1F. The result is 0 (inactive). (6) The compound is O=S(c1ccccc1O)S(=O)c1ccccc1O. The result is 1 (active). (7) The compound is CC1=C(C(=O)Nc2ccc([N+](=O)[O-])cc2)C(c2ccc3c(c2)OCO3)C(C(=O)Nc2ccc([N+](=O)[O-])cc2)=C(C)N1. The result is 0 (inactive). (8) The drug is CC1=C(C(=O)Nc2ccccc2)C(c2cc(Cl)cc(Cl)c2)C(C(=O)Nc2ccccc2)=C(C)N1. The result is 0 (inactive).